Dataset: Reaction yield outcomes from USPTO patents with 853,638 reactions. Task: Predict the reaction yield, written as a fraction of the theoretical maximum amount of product (1.0 means a 100% yield; for example, 0.34 means a 34% yield). The reactants are CC12CC3(C)OC(C)(CC(C)(O3)O1)P2C1C=CC=CC=1.[CH:21]([C:24]1[CH:29]=[C:28]([CH:30]([CH3:32])[CH3:31])[CH:27]=[C:26]([CH:33]([CH3:35])[CH3:34])[C:25]=1B(O)O)([CH3:23])[CH3:22].P([O-])([O-])([O-])=O.[K+].[K+].[K+].[Br:47][C:48]1[CH:53]=[C:52]([O:54][CH3:55])[C:51]([O:56][CH3:57])=[CH:50][C:49]=1Br. The catalyst is O.C1C=CC(/C=C/C(/C=C/C2C=CC=CC=2)=O)=CC=1.C1C=CC(/C=C/C(/C=C/C2C=CC=CC=2)=O)=CC=1.C1C=CC(/C=C/C(/C=C/C2C=CC=CC=2)=O)=CC=1.[Pd].[Pd]. The product is [Br:47][C:48]1[CH:53]=[C:52]([O:54][CH3:55])[C:51]([O:56][CH3:57])=[CH:50][C:49]=1[C:25]1[C:24]([CH:21]([CH3:23])[CH3:22])=[CH:29][C:28]([CH:30]([CH3:32])[CH3:31])=[CH:27][C:26]=1[CH:33]([CH3:35])[CH3:34]. The yield is 0.320.